From a dataset of NCI-60 drug combinations with 297,098 pairs across 59 cell lines. Regression. Given two drug SMILES strings and cell line genomic features, predict the synergy score measuring deviation from expected non-interaction effect. (1) Drug 1: C1CN(CCN1C(=O)CCBr)C(=O)CCBr. Drug 2: B(C(CC(C)C)NC(=O)C(CC1=CC=CC=C1)NC(=O)C2=NC=CN=C2)(O)O. Cell line: SK-MEL-5. Synergy scores: CSS=39.3, Synergy_ZIP=-2.71, Synergy_Bliss=-0.132, Synergy_Loewe=-51.6, Synergy_HSA=-1.01. (2) Cell line: TK-10. Synergy scores: CSS=7.43, Synergy_ZIP=-0.663, Synergy_Bliss=1.35, Synergy_Loewe=-1.53, Synergy_HSA=1.23. Drug 2: C1CN1P(=S)(N2CC2)N3CC3. Drug 1: CC1=CC=C(C=C1)C2=CC(=NN2C3=CC=C(C=C3)S(=O)(=O)N)C(F)(F)F.